From a dataset of Reaction yield outcomes from USPTO patents with 853,638 reactions. Predict the reaction yield, written as a fraction of the theoretical maximum amount of product (1.0 means a 100% yield; for example, 0.34 means a 34% yield). The reactants are [Li]CCCC.Br[C:7]1[CH:15]=[CH:14][C:10]([C:11]([OH:13])=[O:12])=[CH:9][CH:8]=1.C(S[S@@:21]([C:23]([CH3:26])([CH3:25])[CH3:24])=[O:22])(C)(C)C. The catalyst is O1CCCC1. The product is [C:23]([S@@:21]([C:7]1[CH:15]=[CH:14][C:10]([C:11]([OH:13])=[O:12])=[CH:9][CH:8]=1)=[O:22])([CH3:26])([CH3:25])[CH3:24]. The yield is 0.220.